The task is: Regression. Given a peptide amino acid sequence and an MHC pseudo amino acid sequence, predict their binding affinity value. This is MHC class I binding data.. This data is from Peptide-MHC class I binding affinity with 185,985 pairs from IEDB/IMGT. (1) The peptide sequence is SILSPFLPL. The MHC is HLA-A02:03 with pseudo-sequence HLA-A02:03. The binding affinity (normalized) is 0.469. (2) The peptide sequence is LPGPSDTPIL. The MHC is HLA-B53:01 with pseudo-sequence HLA-B53:01. The binding affinity (normalized) is 0.245. (3) The peptide sequence is LMTAISQGI. The MHC is HLA-B58:01 with pseudo-sequence HLA-B58:01. The binding affinity (normalized) is 0.454. (4) The peptide sequence is LLVPFVQWF. The MHC is Patr-A0701 with pseudo-sequence Patr-A0701. The binding affinity (normalized) is 0.138.